Predict the reactants needed to synthesize the given product. From a dataset of Full USPTO retrosynthesis dataset with 1.9M reactions from patents (1976-2016). (1) The reactants are: Br[CH2:2][C:3]1[CH:8]=[CH:7][C:6]([S:9]([CH3:12])(=[O:11])=[O:10])=[C:5]([Cl:13])[CH:4]=1.[NH3:14]. Given the product [Cl:13][C:5]1[CH:4]=[C:3]([CH:8]=[CH:7][C:6]=1[S:9]([CH3:12])(=[O:11])=[O:10])[CH2:2][NH2:14], predict the reactants needed to synthesize it. (2) The reactants are: N[C:2](N)=[O:3].[CH:5]1([NH:11][C@H:12]2[CH2:17][CH2:16][C@H:15]([CH3:18])[CH2:14][CH2:13]2)[CH2:10][CH2:9][CH2:8][CH2:7][CH2:6]1.[NH2:19][C:20]1[S:21][C:22]([CH:25]=[O:26])=[CH:23][N:24]=1. Given the product [CH:5]1([N:11]([C@H:12]2[CH2:13][CH2:14][C@H:15]([CH3:18])[CH2:16][CH2:17]2)[C:2]([NH:19][C:20]2[S:21][C:22]([CH:25]=[O:26])=[CH:23][N:24]=2)=[O:3])[CH2:6][CH2:7][CH2:8][CH2:9][CH2:10]1, predict the reactants needed to synthesize it. (3) Given the product [OH:25][CH:17]([CH2:18][C:19]1[CH:20]=[CH:21][CH:22]=[CH:23][CH:24]=1)/[CH:16]=[CH:15]/[C@H:5]1[CH2:4][S:3][C:2](=[O:1])[N:6]1[CH2:7][CH2:8][CH2:9][CH2:10][CH2:11][CH2:12][C:13]#[N:14], predict the reactants needed to synthesize it. The reactants are: [O:1]=[C:2]1[N:6]([CH2:7][CH2:8][CH2:9][CH2:10][CH2:11][CH2:12][C:13]#[N:14])[C@@H:5](/[CH:15]=[CH:16]/[C:17](=[O:25])[CH2:18][C:19]2[CH:24]=[CH:23][CH:22]=[CH:21][CH:20]=2)[CH2:4][S:3]1.C1(C)C=CC=CC=1.[B]1OC2C(=CC=CC=2)O1.